From a dataset of Full USPTO retrosynthesis dataset with 1.9M reactions from patents (1976-2016). Predict the reactants needed to synthesize the given product. (1) Given the product [CH3:24][O:25][C:26](=[O:31])[CH2:27][CH2:28][CH2:29][O:1][C:2]1[CH:23]=[CH:22][C:5]2[C:6]([CH3:21])([CH3:20])[C:7]3[NH:8][C:9]4[C:14]([C:15]=3[C:16](=[O:17])[C:4]=2[CH:3]=1)=[CH:13][CH:12]=[C:11]([C:18]#[N:19])[CH:10]=4, predict the reactants needed to synthesize it. The reactants are: [OH:1][C:2]1[CH:23]=[CH:22][C:5]2[C:6]([CH3:21])([CH3:20])[C:7]3[NH:8][C:9]4[C:14]([C:15]=3[C:16](=[O:17])[C:4]=2[CH:3]=1)=[CH:13][CH:12]=[C:11]([C:18]#[N:19])[CH:10]=4.[CH3:24][O:25][C:26](=[O:31])[CH2:27][CH2:28][CH2:29]Br.C(=O)([O-])[O-].[Cs+].[Cs+].O. (2) Given the product [CH3:1][O:2][C:3]1[CH:4]=[C:5]([CH:20]=[CH:21][CH:22]=1)[C:6]([N:8]1[C:17]2[C:12](=[CH:13][CH:14]=[CH:15][CH:16]=2)[CH:11]([N:23]2[C:32]3[C:27](=[CH:28][C:29]([O:33][CH2:34][CH2:35][CH2:36][CH2:37][C:38]([O:40][CH2:41][CH3:42])=[O:39])=[CH:30][CH:31]=3)[CH2:26][CH2:25][CH2:24]2)[CH2:10][CH:9]1[CH3:19])=[O:7], predict the reactants needed to synthesize it. The reactants are: [CH3:1][O:2][C:3]1[CH:4]=[C:5]([CH:20]=[CH:21][CH:22]=1)[C:6]([N:8]1[C:17]2[C:12](=[CH:13][CH:14]=[CH:15][CH:16]=2)[CH:11](O)[CH2:10][CH:9]1[CH3:19])=[O:7].[NH:23]1[C:32]2[C:27](=[CH:28][C:29]([O:33][CH2:34][CH2:35][CH2:36][CH2:37][C:38]([O:40][CH2:41][CH3:42])=[O:39])=[CH:30][CH:31]=2)[CH2:26][CH2:25][CH2:24]1. (3) The reactants are: [F:1][C:2]1[CH:3]=[C:4]([C@H:8]([N:13]2[C:21]3[C:16](=[CH:17][CH:18]=[CH:19][CH:20]=3)[CH:15]=[CH:14]2)[C@H:9]([OH:12])[CH2:10][OH:11])[CH:5]=[CH:6][CH:7]=1.[OH-].[K+].[I:24]I.S([O-])([O-])(=O)=S.[Na+].[Na+]. Given the product [F:1][C:2]1[CH:3]=[C:4]([C@H:8]([N:13]2[C:21]3[C:16](=[CH:17][CH:18]=[CH:19][CH:20]=3)[C:15]([I:24])=[CH:14]2)[C@H:9]([OH:12])[CH2:10][OH:11])[CH:5]=[CH:6][CH:7]=1, predict the reactants needed to synthesize it. (4) The reactants are: C(O[CH:9]([C:11]1([NH:14][C:15]([C:17]2[C:18]([O:35][CH3:36])=[C:19]3[C:23](=[CH:24][CH:25]=2)[NH:22][N:21]=[C:20]3/[CH:26]=[CH:27]/[C:28]2[CH:33]=[CH:32][C:31]([F:34])=[CH:30][CH:29]=2)=[O:16])[CH2:13][CH2:12]1)C)C1C=CC=CC=1.C[Si](I)(C)C.[CH3:42][OH:43]. Given the product [OH:43][CH2:42][CH2:9][C:11]1([NH:14][C:15]([C:17]2[C:18]([O:35][CH3:36])=[C:19]3[C:23](=[CH:24][CH:25]=2)[NH:22][N:21]=[C:20]3/[CH:26]=[CH:27]/[C:28]2[CH:29]=[CH:30][C:31]([F:34])=[CH:32][CH:33]=2)=[O:16])[CH2:13][CH2:12]1, predict the reactants needed to synthesize it. (5) Given the product [CH:10]1[C:11]2[CH:12]([CH2:14][O:15][C:16](=[O:17])[NH:18][CH2:19][CH2:20][CH2:21][CH2:22][CH2:23][C:24](=[O:25])[NH:33][O:32][CH2:31][C:30]3[CH:34]=[CH:35][C:36]([O:38][CH3:39])=[CH:37][C:29]=3[O:28][CH3:27])[C:13]3[C:5](=[CH:4][CH:3]=[CH:2][CH:1]=3)[C:6]=2[CH:7]=[CH:8][CH:9]=1, predict the reactants needed to synthesize it. The reactants are: [CH:1]1[C:13]2[CH:12]([CH2:14][O:15][C:16]([NH:18][CH2:19][CH2:20][CH2:21][CH2:22][CH2:23][C:24](O)=[O:25])=[O:17])[C:11]3[C:6](=[CH:7][CH:8]=[CH:9][CH:10]=3)[C:5]=2[CH:4]=[CH:3][CH:2]=1.[CH3:27][O:28][C:29]1[CH:37]=[C:36]([O:38][CH3:39])[CH:35]=[CH:34][C:30]=1[CH2:31][O:32][NH2:33].C1CCC(N=C=NC2CCCCC2)CC1. (6) Given the product [Br:1][C:2]1[CH:7]=[CH:6][N:5]=[C:4]([CH2:8][Cl:12])[CH:3]=1, predict the reactants needed to synthesize it. The reactants are: [Br:1][C:2]1[CH:7]=[CH:6][N:5]=[C:4]([CH2:8]O)[CH:3]=1.O=S(Cl)[Cl:12].C([O-])(O)=O.[Na+]. (7) The reactants are: [C:1](Cl)(=[O:8])[C:2]1[CH:7]=[CH:6][CH:5]=[N:4][CH:3]=1.[CH3:10][O:11][C:12]1[CH:18]=[CH:17][C:15]([NH2:16])=[C:14]([N+:19]([O-:21])=[O:20])[CH:13]=1. Given the product [CH3:10][O:11][C:12]1[CH:18]=[CH:17][C:15]([NH:16][C:1]([C:2]2[CH:3]=[N:4][CH:5]=[CH:6][CH:7]=2)=[O:8])=[C:14]([N+:19]([O-:21])=[O:20])[CH:13]=1, predict the reactants needed to synthesize it. (8) Given the product [Br:3][C:4]1[CH:5]=[C:6]([CH:7]=[CH:8][CH:9]=1)[O:10][C:12]1[CH:13]=[N:14][CH:15]=[N:16][CH:17]=1, predict the reactants needed to synthesize it. The reactants are: [H-].[Na+].[Br:3][C:4]1[CH:5]=[C:6]([OH:10])[CH:7]=[CH:8][CH:9]=1.Br[C:12]1[CH:13]=[N:14][CH:15]=[N:16][CH:17]=1.O.